This data is from Peptide-MHC class I binding affinity with 185,985 pairs from IEDB/IMGT. The task is: Regression. Given a peptide amino acid sequence and an MHC pseudo amino acid sequence, predict their binding affinity value. This is MHC class I binding data. (1) The peptide sequence is RMMATKDSF. The MHC is HLA-B51:01 with pseudo-sequence HLA-B51:01. The binding affinity (normalized) is 0.0847. (2) The peptide sequence is RAKGSRAIV. The MHC is HLA-B57:01 with pseudo-sequence HLA-B57:01. The binding affinity (normalized) is 0.